Dataset: Full USPTO retrosynthesis dataset with 1.9M reactions from patents (1976-2016). Task: Predict the reactants needed to synthesize the given product. (1) Given the product [Cl:5][C:21]1[CH2:22][C:8]([CH3:24])([CH3:7])[CH2:9][C:10]2[C:11]=1[S:12][CH2:13][C@@H:14]([C:16]([O:18][CH2:19][CH3:20])=[O:17])[N:15]=2, predict the reactants needed to synthesize it. The reactants are: C(Cl)(C([Cl:5])=O)=O.[CH3:7][C:8]1([CH3:24])[CH2:22][C:21](=O)[C:11]2[S:12][CH2:13][C@@H:14]([C:16]([O:18][CH2:19][CH3:20])=[O:17])[NH:15][C:10]=2[CH2:9]1.O. (2) Given the product [C:1]1([C:7]2[CH:12]=[C:11]([NH2:13])[CH:10]=[C:9]([C:21]3[CH:26]=[CH:25][CH:24]=[CH:23][CH:22]=3)[CH:8]=2)[CH:2]=[CH:3][CH:4]=[CH:5][CH:6]=1, predict the reactants needed to synthesize it. The reactants are: [C:1]1([C:7]2[CH:12]=[C:11]([NH:13]C(=O)OC(C)(C)C)[CH:10]=[C:9]([C:21]3[CH:26]=[CH:25][CH:24]=[CH:23][CH:22]=3)[CH:8]=2)[CH:6]=[CH:5][CH:4]=[CH:3][CH:2]=1.FC(F)(F)C(O)=O. (3) Given the product [Br:9][C:10]1[CH:11]=[N:12][C:13]([NH:8][C:4]2[CH:5]=[CH:6][CH:7]=[C:2]([F:1])[CH:3]=2)=[N:14][CH:15]=1, predict the reactants needed to synthesize it. The reactants are: [F:1][C:2]1[CH:3]=[C:4]([NH2:8])[CH:5]=[CH:6][CH:7]=1.[Br:9][C:10]1[CH:11]=[N:12][C:13](Cl)=[N:14][CH:15]=1.CCO.Cl. (4) Given the product [CH:1]([C:4]1[CH:9]=[CH:8][CH:7]=[CH:6][C:5]=1[N:10]1[CH2:46][CH2:45][S:12]/[C:11]/1=[N:13]/[N:14]=[CH:15]\[C:16]1[CH:17]=[CH:18][C:19]([C:22]2[N:26]=[CH:25][N:24]([C:27]3[CH:28]=[CH:29][C:30]([O:33][C:34]([F:37])([F:35])[F:36])=[CH:31][CH:32]=3)[N:23]=2)=[CH:20][CH:21]=1)([CH3:3])[CH3:2], predict the reactants needed to synthesize it. The reactants are: [CH:1]([C:4]1[CH:9]=[CH:8][CH:7]=[CH:6][C:5]=1[NH:10][C:11]([NH:13]/[N:14]=[CH:15]/[C:16]1[CH:21]=[CH:20][C:19]([C:22]2[N:26]=[CH:25][N:24]([C:27]3[CH:32]=[CH:31][C:30]([O:33][C:34]([F:37])([F:36])[F:35])=[CH:29][CH:28]=3)[N:23]=2)=[CH:18][CH:17]=1)=[S:12])([CH3:3])[CH3:2].C(=O)([O-])[O-].[K+].[K+].Br[CH2:45][CH2:46]Cl. (5) Given the product [CH:1]1([CH:7]([NH:20][C:21]2[CH:22]=[CH:23][C:24]([C:25]([NH:31][CH2:32][CH2:33][C:34]([OH:36])=[O:35])=[O:26])=[CH:28][CH:29]=2)[C:8]2[CH:12]=[C:11]([CH:13]([OH:17])[CH:14]([CH3:16])[CH3:15])[S:10][C:9]=2[CH2:18][CH3:19])[CH2:2][CH2:3][CH2:4][CH2:5][CH2:6]1, predict the reactants needed to synthesize it. The reactants are: [CH:1]1([CH:7]([NH:20][C:21]2[CH:29]=[CH:28][C:24]([C:25](O)=[O:26])=[CH:23][CH:22]=2)[C:8]2[CH:12]=[C:11]([CH:13]([OH:17])[CH:14]([CH3:16])[CH3:15])[S:10][C:9]=2[CH2:18][CH3:19])[CH2:6][CH2:5][CH2:4][CH2:3][CH2:2]1.Cl.[NH2:31][CH2:32][CH2:33][C:34]([O:36]CC)=[O:35].O.ON1C2C=CC=CC=2N=N1.Cl.C(N=C=NCCCN(C)C)C.[Cl-].[NH4+].[OH-].[Na+]. (6) Given the product [Br:1][C:2]1[CH:3]=[C:4]([N+:15]([O-:17])=[O:16])[CH:5]=[C:6]2[C:11]=1[N:10]=[CH:9][C:8]([C:12]#[N:13])=[C:7]2[NH:22][C:18]([CH3:21])([CH3:20])[CH3:19], predict the reactants needed to synthesize it. The reactants are: [Br:1][C:2]1[CH:3]=[C:4]([N+:15]([O-:17])=[O:16])[CH:5]=[C:6]2[C:11]=1[N:10]=[CH:9][C:8]([C:12]#[N:13])=[C:7]2Cl.[C:18]([NH2:22])([CH3:21])([CH3:20])[CH3:19].